From a dataset of Catalyst prediction with 721,799 reactions and 888 catalyst types from USPTO. Predict which catalyst facilitates the given reaction. (1) Product: [Br:1][C:2]1[C:10]2[S:9][N:8]=[N:7][C:6]=2[CH:5]=[C:4]([CH3:12])[CH:3]=1. The catalyst class is: 203. Reactant: [Br:1][C:2]1[C:10]2[S:9][N:8]=[N:7][C:6]=2[CH:5]=[C:4](I)[CH:3]=1.[CH3:12][Zn]C. (2) Reactant: [Cl:1][C:2]1[CH:7]=[C:6]([O:8][CH:9]([CH3:11])[CH3:10])[CH:5]=[CH:4][C:3]=1[NH2:12].Cl[C:14]1[N:22]=[C:21]2[C:17]([N:18]=[CH:19][NH:20]2)=[C:16]([NH:23][CH:24]2[CH2:29][CH2:28][CH:27]([OH:30])[CH2:26][CH2:25]2)[N:15]=1.CC1C=CC(S(O)(=O)=O)=CC=1. Product: [Cl:1][C:2]1[CH:7]=[C:6]([O:8][CH:9]([CH3:10])[CH3:11])[CH:5]=[CH:4][C:3]=1[NH:12][C:14]1[N:22]=[C:21]2[C:17]([N:18]=[CH:19][NH:20]2)=[C:16]([NH:23][CH:24]2[CH2:25][CH2:26][CH:27]([OH:30])[CH2:28][CH2:29]2)[N:15]=1. The catalyst class is: 12. (3) Reactant: [F:1][C:2]1[CH:9]=[N:8][CH:7]=[C:6](F)[C:3]=1[CH:4]=O.O.[NH2:12][NH2:13].FC1C=NC=C(F)C=1C=O.O. Product: [F:1][C:2]1[CH:9]=[N:8][CH:7]=[C:6]2[NH:12][N:13]=[CH:4][C:3]=12. The catalyst class is: 6. (4) Reactant: [F:1][C:2]1[C:10]([CH2:11][C:12]2[N:16]3[N:17]=[C:18]([C:21]4[CH:22]=[N:23][N:24]([CH2:26][CH2:27][O:28]C5CCCCO5)[CH:25]=4)[CH:19]=[CH:20][C:15]3=[N:14][CH:13]=2)=[C:9]([F:35])[CH:8]=[C:7]2[C:3]=1[CH:4]=[N:5][N:6]2[CH3:36].Cl.C([O-])(O)=O.[Na+]. Product: [F:1][C:2]1[C:10]([CH2:11][C:12]2[N:16]3[N:17]=[C:18]([C:21]4[CH:22]=[N:23][N:24]([CH2:26][CH2:27][OH:28])[CH:25]=4)[CH:19]=[CH:20][C:15]3=[N:14][CH:13]=2)=[C:9]([F:35])[CH:8]=[C:7]2[C:3]=1[CH:4]=[N:5][N:6]2[CH3:36]. The catalyst class is: 12. (5) Reactant: [CH3:1][O:2][C:3]([C:5]1[C:13]2[C:8](=[CH:9][CH:10]=[CH:11][CH:12]=2)[NH:7][N:6]=1)=[O:4].FC(F)(F)C(OC1C(OC(=O)C(F)(F)F)=C([I:25])C=CC=1)=O.II.S(=O)(O)[O-].[Na+]. Product: [CH3:1][O:2][C:3]([C:5]1[C:13]2[C:8](=[CH:9][CH:10]=[C:11]([I:25])[CH:12]=2)[NH:7][N:6]=1)=[O:4]. The catalyst class is: 2. (6) Reactant: O[CH:2]([CH2:6][CH2:7][CH2:8][CH2:9][CH2:10][CH2:11][CH2:12][CH2:13][CH2:14][CH2:15][CH2:16][CH2:17][CH2:18][CH2:19][CH3:20])[CH2:3][C:4]#[N:5].CS(Cl)(=O)=O.[NH:26]1[CH:30]=[CH:29][N:28]=[CH:27]1. Product: [N:26]1([CH:15]([CH2:16][CH2:17][CH2:18][CH2:19][CH3:20])[CH2:14][CH2:13][CH2:12][CH2:11][CH2:10][CH2:9][CH2:8][CH2:7][CH2:6][CH2:2][CH2:3][C:4]#[N:5])[CH:30]=[CH:29][N:28]=[CH:27]1. The catalyst class is: 79.